From a dataset of Reaction yield outcomes from USPTO patents with 853,638 reactions. Predict the reaction yield, written as a fraction of the theoretical maximum amount of product (1.0 means a 100% yield; for example, 0.34 means a 34% yield). (1) The reactants are [Mg].[CH2:2]([C:4]1[C:12]2[N:11]3[C@H:13]([CH3:18])[CH2:14][NH:15][C:16](=O)[C:10]3=[CH:9][C:8]=2[CH:7]=[CH:6][CH:5]=1)[CH3:3].[H][H].P([O-])([O-])([O-])=O.[K+].[K+].[K+]. The catalyst is CO. The product is [CH2:2]([C:4]1[C:12]2[N:11]3[C@H:13]([CH3:18])[CH2:14][NH:15][CH2:16][C@@H:10]3[CH2:9][C:8]=2[CH:7]=[CH:6][CH:5]=1)[CH3:3]. The yield is 0.970. (2) The reactants are [NH2:1][C:2]1[CH:33]=[CH:32][C:31]([Cl:34])=[CH:30][C:3]=1[C:4]([N:6]([CH2:19][C:20]1[CH:25]=[CH:24][C:23]([C:26]([CH3:29])([CH3:28])[CH3:27])=[CH:22][CH:21]=1)[CH2:7][CH2:8][C:9]1[CH:14]=[CH:13][CH:12]=[C:11]([C:15]([F:18])([F:17])[F:16])[CH:10]=1)=[O:5].[CH2:35]([O:37][C:38](=[O:43])[CH:39](C=O)[CH3:40])[CH3:36].[BH4-].[Na+]. The catalyst is CCO. The product is [CH2:35]([O:37][C:38](=[O:43])[CH2:39][CH2:40][NH:1][C:2]1[CH:33]=[CH:32][C:31]([Cl:34])=[CH:30][C:3]=1[C:4](=[O:5])[N:6]([CH2:19][C:20]1[CH:25]=[CH:24][C:23]([C:26]([CH3:29])([CH3:28])[CH3:27])=[CH:22][CH:21]=1)[CH2:7][CH2:8][C:9]1[CH:14]=[CH:13][CH:12]=[C:11]([C:15]([F:16])([F:17])[F:18])[CH:10]=1)[CH3:36].[C:26]([C:23]1[CH:24]=[CH:25][C:20]([CH2:19][N:6]([CH2:7][CH2:8][C:9]2[CH:14]=[CH:13][CH:12]=[C:11]([C:15]([F:16])([F:17])[F:18])[CH:10]=2)[C:4](=[O:5])[C:3]2[CH:30]=[C:31]([Cl:34])[CH:32]=[CH:33][C:2]=2[NH:1][CH2:40][CH2:39][CH2:38][OH:37])=[CH:21][CH:22]=1)([CH3:29])([CH3:28])[CH3:27]. The yield is 0.280. (3) The reactants are [F:1][C:2]1[CH:7]=[CH:6][C:5]([C:8]2[CH:9]=[C:10]([CH:15]=[CH:16][N:17]=2)[C:11]([O:13]C)=[O:12])=[CH:4][CH:3]=1.[OH-].[Na+]. The catalyst is CO.O. The product is [F:1][C:2]1[CH:3]=[CH:4][C:5]([C:8]2[CH:9]=[C:10]([CH:15]=[CH:16][N:17]=2)[C:11]([OH:13])=[O:12])=[CH:6][CH:7]=1. The yield is 0.510.